Dataset: Full USPTO retrosynthesis dataset with 1.9M reactions from patents (1976-2016). Task: Predict the reactants needed to synthesize the given product. (1) The reactants are: [Br:1][C:2]1[CH:11]=[CH:10][C:5]2[N:6]=[C:7](Cl)[S:8][C:4]=2[CH:3]=1.C(O)C.[CH3:15][NH2:16].Cl. Given the product [Br:1][C:2]1[CH:11]=[CH:10][C:5]2[N:6]=[C:7]([NH:16][CH3:15])[S:8][C:4]=2[CH:3]=1, predict the reactants needed to synthesize it. (2) Given the product [CH2:1]([C:3]1[C:11]2[N:10]=[CH:9][NH:8][C:7]=2[CH:6]=[CH:5][C:4]=1[C:37]#[N:38])[CH3:2], predict the reactants needed to synthesize it. The reactants are: [CH2:1]([C:3]1[C:11]2[N:10]=[CH:9][N:8](C(OC(C)(C)C)=O)[C:7]=2[CH:6]=[CH:5][C:4]=1[N+]([O-])=O)[CH3:2].C(O)(C(F)(F)F)=O.Cl.N([O-])=O.[Na+].[C-]#N.[Na+].[C:37]([Cu])#[N:38]. (3) Given the product [CH3:48][C:47](=[CH2:46])[CH2:50][O:32][C:33]1[CH:34]=[C:35]([CH:40]=[CH:41][C:42]=1[N+:43]([O-:45])=[O:44])[C:36]([O:38][CH3:39])=[O:37], predict the reactants needed to synthesize it. The reactants are: C1(P(C2C=CC=CC=2)C2C=CC=CC=2)C=CC=CC=1.N(C(OCC)=O)=NC(OCC)=O.[OH:32][C:33]1[CH:34]=[C:35]([CH:40]=[CH:41][C:42]=1[N+:43]([O-:45])=[O:44])[C:36]([O:38][CH3:39])=[O:37].[CH3:46][C:47](=[CH2:50])[CH2:48]O.Cl. (4) Given the product [CH:7]12[CH2:10][CH2:11][CH:4]([CH:5]=[CH:6]1)[C:3](=[O:12])[CH2:2][C:8]2=[O:9], predict the reactants needed to synthesize it. The reactants are: Cl[CH:2]1[C:8](=[O:9])[CH:7]2[CH2:10][CH2:11][CH:4]([CH:5]=[CH:6]2)[C:3]1=[O:12]. (5) Given the product [Br:1][C:2]1[CH:9]=[C:6]2[C:5]([CH:13]=[C:12]([NH2:15])[N:14]=[CH:7]2)=[CH:4][CH:3]=1, predict the reactants needed to synthesize it. The reactants are: [Br:1][C:2]1[CH:3]=[CH:4][C:5](F)=[C:6]([CH:9]=1)[CH:7]=O.Cl.[C:12]([NH2:15])(=[NH:14])[CH3:13].CCN(C(C)C)C(C)C.O. (6) Given the product [O:27]1[C:31]2[CH:32]=[CH:33][CH:34]=[CH:35][C:30]=2[N:29]=[C:28]1[NH:36][CH2:37][CH2:38][NH:39][C:13](=[O:15])[C@@H:9]([NH:8][C:6](=[O:7])[O:5][C:2]([CH3:1])([CH3:3])[CH3:4])[CH2:10][C:11]#[CH:12], predict the reactants needed to synthesize it. The reactants are: [CH3:1][C:2]([O:5][C:6]([NH:8][C@H:9]([C:13]([OH:15])=O)[CH2:10][C:11]#[CH:12])=[O:7])([CH3:4])[CH3:3].O.ON1C2C=CC=CC=2N=N1.[O:27]1[C:31]2[CH:32]=[CH:33][CH:34]=[CH:35][C:30]=2[N:29]=[C:28]1[NH:36][CH2:37][CH2:38][NH2:39].C(N(CC)CC)C.Cl.CN(C)CCCN=C=NCC. (7) Given the product [Br:1][C:2]1[CH:3]=[C:4]([F:11])[C:5]([O:10][CH3:14])=[C:6]([CH:9]=1)[CH:7]=[O:8], predict the reactants needed to synthesize it. The reactants are: [Br:1][C:2]1[CH:3]=[C:4]([F:11])[C:5]([OH:10])=[C:6]([CH:9]=1)[CH:7]=[O:8].CI.[C:14](=O)([O-])[O-].[K+].[K+]. (8) Given the product [CH3:38][S:39]([O:26][CH2:25][CH2:24][CH2:23][CH2:22][C:17]1[CH:16]=[C:15]2[C:20]([CH:21]=[C:12]([C:10]3[N:11]=[C:6]4[C:5]([CH3:28])=[N:4][C:3]([CH3:2])=[CH:8][N:7]4[CH:9]=3)[C:13](=[O:27])[O:14]2)=[CH:19][CH:18]=1)(=[O:41])=[O:40], predict the reactants needed to synthesize it. The reactants are: Br.[CH3:2][C:3]1[N:4]=[C:5]([CH3:28])[C:6]2[N:7]([CH:9]=[C:10]([C:12]3[C:13](=[O:27])[O:14][C:15]4[C:20]([CH:21]=3)=[CH:19][CH:18]=[C:17]([CH2:22][CH2:23][CH2:24][CH2:25][OH:26])[CH:16]=4)[N:11]=2)[CH:8]=1.C(N(C(C)C)CC)(C)C.[CH3:38][S:39](Cl)(=[O:41])=[O:40].